This data is from Catalyst prediction with 721,799 reactions and 888 catalyst types from USPTO. The task is: Predict which catalyst facilitates the given reaction. (1) Reactant: [O:1]=[C:2]1[CH2:11][CH2:10][CH2:9][C:8]2[CH:7]=[C:6]([O:12][S:13]([C:16]([F:19])([F:18])[F:17])(=[O:15])=[O:14])[CH:5]=[CH:4][C:3]1=2.[OH-].[Na+].[CH3:22]I.O. Product: [CH3:22][CH:11]1[CH2:10][CH2:9][C:8]2[CH:7]=[C:6]([O:12][S:13]([C:16]([F:19])([F:17])[F:18])(=[O:15])=[O:14])[CH:5]=[CH:4][C:3]=2[C:2]1=[O:1]. The catalyst class is: 9. (2) Reactant: [CH3:1][O:2][C:3]1[CH:8]=[CH:7][CH:6]=[CH:5][C:4]=1[N:9]1[CH2:14][CH2:13][NH:12][CH2:11][CH2:10]1.C(=O)([O-])[O-].[K+].[K+].Cl[CH2:22][C:23]([NH:25][C:26]1[CH:31]=[CH:30][CH:29]=[CH:28][N:27]=1)=[O:24].[I-].[Na+]. Product: [CH3:1][O:2][C:3]1[CH:8]=[CH:7][CH:6]=[CH:5][C:4]=1[N:9]1[CH2:14][CH2:13][N:12]([CH2:22][C:23]([NH:25][C:26]2[CH:31]=[CH:30][CH:29]=[CH:28][N:27]=2)=[O:24])[CH2:11][CH2:10]1. The catalyst class is: 3. (3) Reactant: [Cl:1][C:2]1[CH:3]=[CH:4][C:5]([OH:27])=[C:6]([C:8]2[CH:13]=[CH:12][N:11]=[C:10]([N:14]3[CH2:19][CH2:18][N:17]([C:20]([O:22][C:23]([CH3:26])([CH3:25])[CH3:24])=[O:21])[CH2:16][CH2:15]3)[CH:9]=2)[CH:7]=1.C(=O)([O-])[O-].[K+].[K+].[CH2:34](Br)[C:35]1[CH:40]=[CH:39][CH:38]=[CH:37][CH:36]=1. Product: [CH2:34]([O:27][C:5]1[CH:4]=[CH:3][C:2]([Cl:1])=[CH:7][C:6]=1[C:8]1[CH:13]=[CH:12][N:11]=[C:10]([N:14]2[CH2:15][CH2:16][N:17]([C:20]([O:22][C:23]([CH3:24])([CH3:26])[CH3:25])=[O:21])[CH2:18][CH2:19]2)[CH:9]=1)[C:35]1[CH:40]=[CH:39][CH:38]=[CH:37][CH:36]=1. The catalyst class is: 9. (4) Reactant: [NH2:1][C:2]1[CH:7]=[CH:6][CH:5]=[CH:4][N:3]=1.C(N(CC)CC)C.ClC(Cl)(O[C:19](=[O:25])OC(Cl)(Cl)Cl)Cl.[F:27][C:28]([F:45])([F:44])[C:29]1[CH:30]=[C:31]([C:35]2[N:40]=[C:39]3[NH:41]CC[C:38]3=[CH:37][CH:36]=2)[CH:32]=[CH:33][CH:34]=1.[CH2:46]1[CH2:50]O[CH2:48][CH2:47]1. Product: [CH3:48][CH:47]1[C:38]2[C:39](=[N:40][C:35]([C:31]3[CH:32]=[CH:33][CH:34]=[C:29]([C:28]([F:27])([F:44])[F:45])[CH:30]=3)=[CH:36][CH:37]=2)[N:41]([C:19]([NH:1][C:2]2[CH:7]=[CH:6][CH:5]=[CH:4][N:3]=2)=[O:25])[CH2:50][CH2:46]1. The catalyst class is: 6. (5) Reactant: [NH2:1][C:2]([NH2:4])=[S:3].Br[CH:6]([C:10](=[O:21])[C:11]1[CH:16]=[CH:15][CH:14]=[CH:13][C:12]=1[C:17]([F:20])([F:19])[F:18])[C:7]([NH2:9])=[O:8]. The catalyst class is: 8. Product: [C:2]([S:3][CH:6]([C:10](=[O:21])[C:11]1[CH:16]=[CH:15][CH:14]=[CH:13][C:12]=1[C:17]([F:18])([F:19])[F:20])[C:7]([NH2:9])=[O:8])(=[NH:4])[NH2:1].